This data is from Experimental lipophilicity measurements (octanol/water distribution) for 4,200 compounds from AstraZeneca. The task is: Regression/Classification. Given a drug SMILES string, predict its absorption, distribution, metabolism, or excretion properties. Task type varies by dataset: regression for continuous measurements (e.g., permeability, clearance, half-life) or binary classification for categorical outcomes (e.g., BBB penetration, CYP inhibition). For this dataset (lipophilicity_astrazeneca), we predict Y. (1) The molecule is O=C(Nc1ccc(Cl)c(Cl)c1)N1CCN(C[C@H]2CN(C3CC3)CCO2)CC1. The Y is 3.32 logD. (2) The drug is Cc1ccc(C(=O)N(CCCN)[C@H](c2nc3cc(Cl)ccc3c(=O)n2Cc2ccccc2)C(C)C)cc1. The Y is 2.88 logD. (3) The compound is O=C(N[C@@H](Cc1ccc(OCCc2ccc3c(n2)NCCO3)cc1)C(=O)O)c1c(Cl)cccc1Cl. The Y is -0.180 logD. (4) The drug is CN(C(=O)Cc1ccc(-n2cnnn2)cc1)C1CCN(Cc2nc3cc(F)ccc3s2)CC1. The Y is 2.85 logD. (5) The molecule is CN(C)CCNc1cc(-c2ccccc2)nc2cc(-c3ccc(F)cc3)nn12. The Y is 4.50 logD. (6) The Y is 3.10 logD. The molecule is CC(C)c1noc(N2CCN(c3ncc(OCc4ccncc4C#N)cn3)[C@H](C)C2)n1. (7) The drug is C[C@@](CCc1ccc(-c2ccc(Cl)cc2)cc1)(C(=O)NO)S(C)(=O)=O. The Y is 2.40 logD.